Dataset: Reaction yield outcomes from USPTO patents with 853,638 reactions. Task: Predict the reaction yield, written as a fraction of the theoretical maximum amount of product (1.0 means a 100% yield; for example, 0.34 means a 34% yield). (1) The reactants are [C-:1]#[N:2].[K+].Cl[CH2:5][CH2:6][C:7]1[CH:8]=[C:9]2[C:13](=[CH:14][CH:15]=1)[NH:12][C:11](=[O:16])[CH2:10]2. The catalyst is CS(C)=O. The product is [C:1]([CH2:5][CH2:6][C:7]1[CH:8]=[C:9]2[C:13](=[CH:14][CH:15]=1)[NH:12][C:11](=[O:16])[CH2:10]2)#[N:2]. The yield is 0.420. (2) The reactants are [Br:1][C:2]1[N:7]=[C:6]2[N:8]([CH:12]([CH2:15][CH3:16])[CH2:13][CH3:14])[C:9]([OH:11])=[N:10][C:5]2=[N:4][CH:3]=1.C(N(CC)CC)C.[CH3:24][C:25]([O:28][C:29](O[C:29]([O:28][C:25]([CH3:27])([CH3:26])[CH3:24])=[O:30])=[O:30])([CH3:27])[CH3:26]. The catalyst is C(Cl)Cl. The product is [Br:1][C:2]1[N:7]=[C:6]2[N:8]([CH:12]([CH2:15][CH3:16])[CH2:13][CH3:14])[C:9](=[O:11])[N:10]([C:29]([O:28][C:25]([CH3:27])([CH3:26])[CH3:24])=[O:30])[C:5]2=[N:4][CH:3]=1. The yield is 0.250. (3) The reactants are [NH:1]([C:8]1[N:9]([C:21]2[CH:26]=[CH:25][CH:24]=[CH:23][CH:22]=2)[C:10]2[C:15]([C:16](=[O:18])[CH:17]=1)=[C:14](Cl)[N:13]=[C:12]([CH3:20])[CH:11]=2)[C:2]1[CH:7]=[CH:6][CH:5]=[CH:4][CH:3]=1.[CH3:27][NH:28][CH3:29]. The product is [NH:1]([C:8]1[N:9]([C:21]2[CH:26]=[CH:25][CH:24]=[CH:23][CH:22]=2)[C:10]2[C:15]([C:16](=[O:18])[CH:17]=1)=[C:14]([N:28]([CH3:29])[CH3:27])[N:13]=[C:12]([CH3:20])[CH:11]=2)[C:2]1[CH:7]=[CH:6][CH:5]=[CH:4][CH:3]=1. The catalyst is O1CCOCC1. The yield is 0.910. (4) The reactants are [F:1][C:2]1[CH:7]=[C:6]([C:8]([NH:10][CH2:11][C:12]([O:15][C:16]2[CH:21]=[CH:20][C:19]([F:22])=[CH:18][CH:17]=2)([CH3:14])[CH3:13])=[O:9])[CH:5]=[CH:4][C:3]=1[S:23](Cl)(=[O:25])=[O:24].[S:27]1[C:31]([NH2:32])=[N:30][CH:29]=[N:28]1.[OH-].[Na+].O1CCOCC1.O. No catalyst specified. The product is [F:1][C:2]1[CH:7]=[C:6]([CH:5]=[CH:4][C:3]=1[S:23]([NH:32][C:31]1[S:27][N:28]=[CH:29][N:30]=1)(=[O:25])=[O:24])[C:8]([NH:10][CH2:11][C:12]([O:15][C:16]1[CH:21]=[CH:20][C:19]([F:22])=[CH:18][CH:17]=1)([CH3:14])[CH3:13])=[O:9]. The yield is 0.160. (5) The reactants are [CH2:1](O)[CH2:2][CH2:3][CH2:4][CH2:5][CH2:6][CH2:7][CH2:8][CH2:9][CH:10]=[CH2:11].[C:13]1(=[O:23])[NH:17][C:16](=[O:18])[C:15]2=[CH:19][CH:20]=[CH:21][CH:22]=[C:14]12.C1(P(C2C=CC=CC=2)C2C=CC=CC=2)C=CC=CC=1.CCOC(/N=N/C(OCC)=O)=O. The catalyst is O1CCCC1. The product is [CH2:1]([N:17]1[C:13](=[O:23])[C:14]2[C:15](=[CH:19][CH:20]=[CH:21][CH:22]=2)[C:16]1=[O:18])[CH2:2][CH2:3][CH2:4][CH2:5][CH2:6][CH2:7][CH2:8][CH2:9][CH:10]=[CH2:11]. The yield is 0.660. (6) The reactants are [OH:1][CH:2]([CH3:27])[C:3]([O:5][CH2:6][C:7]([C:9]1[CH:14]=[CH:13][C:12]([CH2:15][CH2:16][CH2:17][CH2:18][CH2:19][CH2:20][CH2:21][CH2:22][CH2:23][CH2:24][CH2:25][CH3:26])=[CH:11][CH:10]=1)=O)=O.[C:28]([O-:31])(=O)[CH3:29].[NH4+:32]. The catalyst is CC(O)=O. The product is [C:28]([O:1][CH:2]([C:3]1[O:5][CH:6]=[C:7]([C:9]2[CH:14]=[CH:13][C:12]([CH2:15][CH2:16][CH2:17][CH2:18][CH2:19][CH2:20][CH2:21][CH2:22][CH2:23][CH2:24][CH2:25][CH3:26])=[CH:11][CH:10]=2)[N:32]=1)[CH3:27])(=[O:31])[CH3:29]. The yield is 0.240. (7) The product is [Si:13]([O:12][CH2:11][C@H:10]([O:30][CH2:31][C:32]1[CH:33]=[CH:34][C:35]([O:38][CH3:39])=[CH:36][CH:37]=1)[CH2:9][C@@H:8]([O:40][CH2:41][C:42]1[CH:47]=[CH:46][C:45]([O:48][CH3:49])=[CH:44][CH:43]=1)[C@H:7]([CH3:50])[CH:6]=[CH:5][CH2:4][OH:3])([C:26]([CH3:29])([CH3:27])[CH3:28])([C:14]1[CH:19]=[CH:18][CH:17]=[CH:16][CH:15]=1)[C:20]1[CH:21]=[CH:22][CH:23]=[CH:24][CH:25]=1. The yield is 0.800. The reactants are C([O:3][C:4](=O)[CH:5]=[CH:6][C@@H:7]([CH3:50])[C@H:8]([O:40][CH2:41][C:42]1[CH:47]=[CH:46][C:45]([O:48][CH3:49])=[CH:44][CH:43]=1)[CH2:9][C@@H:10]([O:30][CH2:31][C:32]1[CH:37]=[CH:36][C:35]([O:38][CH3:39])=[CH:34][CH:33]=1)[CH2:11][O:12][Si:13]([C:26]([CH3:29])([CH3:28])[CH3:27])([C:20]1[CH:25]=[CH:24][CH:23]=[CH:22][CH:21]=1)[C:14]1[CH:19]=[CH:18][CH:17]=[CH:16][CH:15]=1)C. The catalyst is C(Cl)Cl.C1(C)C=CC=CC=1. (8) The reactants are [NH2:1][C:2]1[N:7]=[CH:6][N:5]=[C:4]2[N:8]([C@@H:25]3[CH2:30][CH2:29][CH2:28][N:27]([C:31](=[O:35])[CH2:32][C:33]#[N:34])[CH2:26]3)[N:9]=[C:10]([C:11]3[CH:16]=[CH:15][C:14]([O:17][C:18]4[CH:23]=[CH:22][CH:21]=[CH:20][CH:19]=4)=[CH:13][C:12]=3[F:24])[C:3]=12.[CH:36]1([CH:39]=O)[CH2:38][CH2:37]1.N1CCCCC1.ClCCl. The catalyst is CO. The product is [NH2:1][C:2]1[N:7]=[CH:6][N:5]=[C:4]2[N:8]([C@@H:25]3[CH2:30][CH2:29][CH2:28][N:27]([C:31]([C:32](=[CH:39][CH:36]4[CH2:38][CH2:37]4)[C:33]#[N:34])=[O:35])[CH2:26]3)[N:9]=[C:10]([C:11]3[CH:16]=[CH:15][C:14]([O:17][C:18]4[CH:19]=[CH:20][CH:21]=[CH:22][CH:23]=4)=[CH:13][C:12]=3[F:24])[C:3]=12. The yield is 0.240.